From a dataset of Catalyst prediction with 721,799 reactions and 888 catalyst types from USPTO. Predict which catalyst facilitates the given reaction. (1) Reactant: Br[C:2]1[CH:3]=[C:4]2[CH:14]=[N:13][N:12]([C:15]3[CH:20]=[CH:19][C:18]([F:21])=[CH:17][CH:16]=3)[C:5]2=[C:6]2[C:11]=1[CH:10]=[N:9][CH:8]=[CH:7]2.[C:22]([Cu])#[N:23].C(N)CN.C(Cl)(Cl)Cl. The catalyst class is: 60. Product: [F:21][C:18]1[CH:19]=[CH:20][C:15]([N:12]2[C:5]3=[C:6]4[C:11](=[C:2]([C:22]#[N:23])[CH:3]=[C:4]3[CH:14]=[N:13]2)[CH:10]=[N:9][CH:8]=[CH:7]4)=[CH:16][CH:17]=1. (2) Reactant: C(OC(=O)C)(=O)C.[C:8]([O:12][C:13]([C:15]1[N:16]([CH2:20][CH:21]([OH:38])[CH2:22][O:23][C:24]2[CH:29]=[CH:28][C:27]([CH2:30][CH2:31][CH2:32][CH2:33][CH2:34][CH2:35][CH2:36][CH3:37])=[CH:26][CH:25]=2)[CH:17]=[CH:18][CH:19]=1)=[O:14])([CH3:11])([CH3:10])[CH3:9].C(=O)([O-])O.[Na+].[Na+].[Cl-]. Product: [C:8]([O:12][C:13]([C:15]1[N:16]([CH2:20][C:21](=[O:38])[CH2:22][O:23][C:24]2[CH:29]=[CH:28][C:27]([CH2:30][CH2:31][CH2:32][CH2:33][CH2:34][CH2:35][CH2:36][CH3:37])=[CH:26][CH:25]=2)[CH:17]=[CH:18][CH:19]=1)=[O:14])([CH3:11])([CH3:10])[CH3:9]. The catalyst class is: 16. (3) Reactant: [ClH:1].[NH:2]1[CH2:8][CH:7]=[CH:6][CH2:5][C@:4]2([C:16]3[C:11](=[CH:12][CH:13]=[CH:14][CH:15]=3)[NH:10][C:9]2=[O:17])[CH2:3]1.Cl. Product: [ClH:1].[NH:2]1[CH2:8][CH:7]=[CH:6][CH2:5][C:4]2([C:16]3[C:11](=[CH:12][CH:13]=[CH:14][CH:15]=3)[NH:10][C:9]2=[O:17])[CH2:3]1. The catalyst class is: 275. (4) Reactant: [H-].[Na+].O1[CH2:7][CH2:6][CH2:5][CH2:4]1.[CH3:8][C:9]1[C:27]([CH3:28])=[CH:26][C:12]2[N:13]=[C:14]([S:16][CH2:17][C:18]3[CH:23]=[CH:22][CH:21]=[CH:20][C:19]=3[C:24]#[N:25])[NH:15][C:11]=2[CH:10]=1.Cl[C:30]1[CH:37]=CC(Cl)=[CH:34][C:31]=1[CH2:32]Cl. Product: [CH3:4][C:5]1[CH:37]=[CH:30][C:31]([CH3:34])=[CH:32][C:6]=1[CH2:7][N:15]1[C:11]2[CH:10]=[C:9]([CH3:8])[C:27]([CH3:28])=[CH:26][C:12]=2[N:13]=[C:14]1[S:16][CH2:17][C:18]1[CH:23]=[CH:22][CH:21]=[CH:20][C:19]=1[C:24]#[N:25]. The catalyst class is: 6. (5) Product: [N:1]1[CH:6]=[CH:5][CH:4]=[CH:3][C:2]=1[NH:7][C:8]([C:10]1[NH:11][C:12]2[C:17]([C:18]=1[C:19]1[CH:24]=[CH:23][CH:22]=[CH:21][CH:20]=1)=[CH:16][C:15]([NH:25][S:34]([C:31]1[CH:30]=[CH:29][C:28]([C:26]#[N:27])=[CH:33][CH:32]=1)(=[O:36])=[O:35])=[CH:14][CH:13]=2)=[O:9]. The catalyst class is: 195. Reactant: [N:1]1[CH:6]=[CH:5][CH:4]=[CH:3][C:2]=1[NH:7][C:8]([C:10]1[NH:11][C:12]2[C:17]([C:18]=1[C:19]1[CH:24]=[CH:23][CH:22]=[CH:21][CH:20]=1)=[CH:16][C:15]([NH2:25])=[CH:14][CH:13]=2)=[O:9].[C:26]([C:28]1[CH:33]=[CH:32][C:31]([S:34](Cl)(=[O:36])=[O:35])=[CH:30][CH:29]=1)#[N:27]. (6) Reactant: C(OC(=O)[NH:7][C:8]1([C:12]2[CH:17]=[CH:16][C:15]([C:18]3[C:23]([C:24]4[CH:29]=[CH:28][CH:27]=[CH:26][CH:25]=4)=[CH:22][N:21]4[CH:30]=[CH:31][N:32]=[C:20]4[N:19]=3)=[CH:14][CH:13]=2)[CH2:11][CH2:10][CH2:9]1)(C)(C)C.Cl. Product: [C:24]1([C:23]2[C:18]([C:15]3[CH:16]=[CH:17][C:12]([C:8]4([NH2:7])[CH2:11][CH2:10][CH2:9]4)=[CH:13][CH:14]=3)=[N:19][C:20]3[N:21]([CH:30]=[CH:31][N:32]=3)[CH:22]=2)[CH:25]=[CH:26][CH:27]=[CH:28][CH:29]=1. The catalyst class is: 12. (7) Reactant: [Si:1]([O:8][CH:9]1[CH2:12][N:11]([C:13]2[CH:18]=[CH:17][C:16]([N:19]3[CH2:23][C@H:22]([CH2:24][OH:25])[O:21][C:20]3=[O:26])=[CH:15][C:14]=2[F:27])[CH2:10]1)([C:4]([CH3:7])([CH3:6])[CH3:5])([CH3:3])[CH3:2].O[C:29]1[CH:33]=[CH:32][O:31][N:30]=1.C(P(CCCC)CCCC)CCC.N(C(N1CCCCC1)=O)=NC(N1CCCCC1)=O. Product: [Si:1]([O:8][CH:9]1[CH2:10][N:11]([C:13]2[CH:18]=[CH:17][C:16]([N:19]3[CH2:23][C@H:22]([CH2:24][O:25][C:29]4[CH:33]=[CH:32][O:31][N:30]=4)[O:21][C:20]3=[O:26])=[CH:15][C:14]=2[F:27])[CH2:12]1)([C:4]([CH3:7])([CH3:5])[CH3:6])([CH3:3])[CH3:2]. The catalyst class is: 7. (8) Reactant: [CH3:1][C:2]1[CH:11]=[CH:10][C:9]2[C:8]([C:12]([OH:14])=O)=[CH:7][CH:6]=[CH:5][C:4]=2[N:3]=1.[NH2:15][CH2:16][CH2:17][CH2:18][CH2:19][OH:20].C(Cl)CCl.C1C=CC2N(O)N=NC=2C=1.C(N(CC)CC)C.C([O-])(O)=O.[Na+]. Product: [OH:20][CH2:19][CH2:18][CH2:17][CH2:16][NH:15][C:12]([C:8]1[C:9]2[CH:10]=[CH:11][C:2]([CH3:1])=[N:3][C:4]=2[CH:5]=[CH:6][CH:7]=1)=[O:14]. The catalyst class is: 22. (9) Reactant: CN(C)C=O.[C:6]([Cl:11])(=O)[C:7](Cl)=O.[I:12][C:13]1[CH:14]=C2[C:20](=[CH:21][CH:22]=1)[N:19]=[CH:18][N:17]=C2O. Product: [Cl:11][C:6]1[C:7]2[C:20](=[CH:21][CH:22]=[C:13]([I:12])[CH:14]=2)[N:19]=[CH:18][N:17]=1. The catalyst class is: 26. (10) Reactant: [CH:1]([C:3]1[CH:4]=[CH:5][C:6]2[O:11][CH2:10][C:9](=[O:12])[NH:8][C:7]=2[CH:13]=1)=O.[C:14]([O:18][C:19]([N:21]1[CH2:26][CH2:25][NH:24][CH2:23][CH2:22]1)=[O:20])([CH3:17])([CH3:16])[CH3:15].C(O[BH-](OC(=O)C)OC(=O)C)(=O)C.[Na+]. Product: [C:14]([O:18][C:19]([N:21]1[CH2:26][CH2:25][N:24]([CH2:1][C:3]2[CH:4]=[CH:5][C:6]3[O:11][CH2:10][C:9](=[O:12])[NH:8][C:7]=3[CH:13]=2)[CH2:23][CH2:22]1)=[O:20])([CH3:17])([CH3:15])[CH3:16]. The catalyst class is: 26.